This data is from Full USPTO retrosynthesis dataset with 1.9M reactions from patents (1976-2016). The task is: Predict the reactants needed to synthesize the given product. (1) Given the product [Cl:1][C:2]1[CH:3]=[C:4]([CH2:22][C:23]([O:25][CH2:26][CH3:27])=[O:24])[CH:5]=[CH:6][C:7]=1[N:8]1[C:16](=[O:17])[C:15]2[C:10](=[C:11]([OH:19])[CH:12]=[CH:13][C:14]=2[Cl:18])[C:9]1=[O:21], predict the reactants needed to synthesize it. The reactants are: [Cl:1][C:2]1[CH:3]=[C:4]([CH2:22][C:23]([O:25][CH2:26][CH3:27])=[O:24])[CH:5]=[CH:6][C:7]=1[N:8]1[C:16](=[O:17])[C:15]2[C:10](=[C:11]([O:19]C)[CH:12]=[CH:13][C:14]=2[Cl:18])[C:9]1=[O:21].B(Br)(Br)Br.O. (2) Given the product [CH3:1][O:2][C:3](=[O:13])[CH:4]([C:6]1[CH:11]=[CH:10][C:9]([O:12][C:15]2[CH:16]=[CH:17][C:18]([CH:22]=[O:23])=[C:19]([CH3:21])[N:20]=2)=[CH:8][CH:7]=1)[CH3:5], predict the reactants needed to synthesize it. The reactants are: [CH3:1][O:2][C:3](=[O:13])[CH:4]([C:6]1[CH:11]=[CH:10][C:9]([OH:12])=[CH:8][CH:7]=1)[CH3:5].Cl[C:15]1[N:20]=[C:19]([CH3:21])[C:18]([CH:22]=[O:23])=[CH:17][CH:16]=1.C([O-])([O-])=O.[K+].[K+]. (3) Given the product [O:28]1[C:33]2[CH:34]=[CH:35][CH:36]=[CH:37][C:32]=2[N:31]([CH2:51][CH2:44][CH2:46][NH:40][CH2:39][C@@H:12]2[O:26][C:16]3=[C:17]4[C:22](=[CH:23][CH:24]=[C:15]3[O:14][CH2:13]2)[N:21]=[C:20]([CH3:25])[CH:19]=[CH:18]4)[CH2:30][CH2:29]1, predict the reactants needed to synthesize it. The reactants are: C(OC(=O)N([CH:12]1[O:26][C:16]2=[C:17]3[C:22](=[CH:23][CH:24]=[C:15]2[O:14][CH2:13]1)[N:21]=[C:20]([CH3:25])[CH:19]=[CH:18]3)CCC=O)(C)(C)C.[O:28]1[C:33]2[CH:34]=[CH:35][CH:36]=[CH:37][C:32]=2[NH:31][CH2:30][CH2:29]1.[BH3-][C:39]#[N:40].[Na+].[OH-].[Na+].[C:44](O)([C:46](F)(F)F)=O.[CH3:51]O. (4) Given the product [CH3:14][N:11]1[CH2:10][CH2:9][N:8]([C:6]([C:5]2[CH:15]=[CH:16][C:2]([O:1][C:19](=[O:20])[N:18]([CH3:17])[C:22]3[CH:27]=[CH:26][CH:25]=[CH:24][CH:23]=3)=[CH:3][CH:4]=2)=[O:7])[CH2:13][CH2:12]1, predict the reactants needed to synthesize it. The reactants are: [OH:1][C:2]1[CH:16]=[CH:15][C:5]([C:6]([N:8]2[CH2:13][CH2:12][N:11]([CH3:14])[CH2:10][CH2:9]2)=[O:7])=[CH:4][CH:3]=1.[CH3:17][N:18]([C:22]1[CH:27]=[CH:26][CH:25]=[CH:24][CH:23]=1)[C:19](Cl)=[O:20].